Dataset: Forward reaction prediction with 1.9M reactions from USPTO patents (1976-2016). Task: Predict the product of the given reaction. (1) Given the reactants [Cl:1][CH2:2][C:3](Cl)=[O:4].[NH2:6][C:7]1[CH:8]=[CH:9][C:10]([Cl:17])=[C:11]([C:13]([F:16])([F:15])[F:14])[CH:12]=1.C(N(CC)CC)C, predict the reaction product. The product is: [Cl:1][CH2:2][C:3]([NH:6][C:7]1[CH:8]=[CH:9][C:10]([Cl:17])=[C:11]([C:13]([F:16])([F:14])[F:15])[CH:12]=1)=[O:4]. (2) Given the reactants [OH:1][C:2]1[CH:11]=[C:10]2[C:5]([CH:6]=[C:7]([C:12]([O:14][CH3:15])=[O:13])[N:8]=[CH:9]2)=[CH:4][CH:3]=1.C1(N2C(C3C=CC4C(=CC=C(C(OC)=O)C=4)N=3)=C(I)C=N2)CC1.N1C(C)=CC=CC=1C.[S:47](O[S:47]([C:50]([F:53])([F:52])[F:51])(=[O:49])=[O:48])([C:50]([F:53])([F:52])[F:51])(=[O:49])=[O:48].Cl, predict the reaction product. The product is: [F:51][C:50]([F:53])([F:52])[S:47]([O:1][C:2]1[CH:11]=[C:10]2[C:5]([CH:6]=[C:7]([C:12]([O:14][CH3:15])=[O:13])[N:8]=[CH:9]2)=[CH:4][CH:3]=1)(=[O:49])=[O:48]. (3) Given the reactants [Br:1][C:2]1[CH:3]=[C:4]([CH:7]=[C:8]([CH3:10])[CH:9]=1)[CH2:5]Br.C([O-])(=[O:13])C.[Na+].[OH-].[NH4+], predict the reaction product. The product is: [Br:1][C:2]1[CH:3]=[C:4]([CH:7]=[C:8]([CH3:10])[CH:9]=1)[CH2:5][OH:13]. (4) Given the reactants [C:1]([O:5][C:6]([NH:8][C:9]1[CH:14]=[CH:13][C:12]([S:15][C:16]2[CH:24]=[CH:23][C:19]([C:20](O)=[O:21])=[CH:18][C:17]=2[NH:25][C:26]2[C:27]3[CH:35]=[CH:34][C:33]([CH:36]([CH3:38])[CH3:37])=[N:32][C:28]=3[N:29]=[CH:30][N:31]=2)=[CH:11][CH:10]=1)=[O:7])([CH3:4])([CH3:3])[CH3:2].F[B-](F)(F)F.N1(OC(N(C)C)=[N+](C)C)C2C=CC=CC=2N=N1.[NH2:61][C:62]([C:69]1[CH:74]=[CH:73][CH:72]=[CH:71][CH:70]=1)([CH3:68])[C:63]([O:65][CH2:66][CH3:67])=[O:64].C(N(CC)C(C)C)(C)C, predict the reaction product. The product is: [C:1]([O:5][C:6]([NH:8][C:9]1[CH:10]=[CH:11][C:12]([S:15][C:16]2[CH:24]=[CH:23][C:19]([C:20]([NH:61][C:62]([C:69]3[CH:70]=[CH:71][CH:72]=[CH:73][CH:74]=3)([CH3:68])[C:63]([O:65][CH2:66][CH3:67])=[O:64])=[O:21])=[CH:18][C:17]=2[NH:25][C:26]2[C:27]3[CH:35]=[CH:34][C:33]([CH:36]([CH3:38])[CH3:37])=[N:32][C:28]=3[N:29]=[CH:30][N:31]=2)=[CH:13][CH:14]=1)=[O:7])([CH3:4])([CH3:3])[CH3:2]. (5) Given the reactants [NH:1]1[CH2:6][CH2:5][CH2:4][CH2:3][C@H:2]1[C:7]([O:9][CH3:10])=[O:8].CCN(CC)CC.[C:18](Br)([C:31]1[CH:36]=[CH:35][CH:34]=[CH:33][CH:32]=1)([C:25]1[CH:30]=[CH:29][CH:28]=[CH:27][CH:26]=1)[C:19]1[CH:24]=[CH:23][CH:22]=[CH:21][CH:20]=1.[NH4+].[Cl-], predict the reaction product. The product is: [C:19]1([C:18]([C:25]2[CH:26]=[CH:27][CH:28]=[CH:29][CH:30]=2)([C:31]2[CH:32]=[CH:33][CH:34]=[CH:35][CH:36]=2)[N:1]2[CH2:6][CH2:5][CH2:4][CH2:3][C@H:2]2[C:7]([O:9][CH3:10])=[O:8])[CH:20]=[CH:21][CH:22]=[CH:23][CH:24]=1. (6) Given the reactants Cl[C:2]1[C:7]([N+:8]([O-:10])=[O:9])=[C:6]([Cl:11])[N:5]=[C:4](C)[C:3]=1[C:13]([OH:15])=[O:14].[CH2:16](N(CC)CC)[CH3:17].[NH3:23].O1CCOCC1, predict the reaction product. The product is: [CH2:16]([O:15][C:13]([C:3]1[CH:4]=[N:5][C:6]([Cl:11])=[C:7]([N+:8]([O-:10])=[O:9])[C:2]=1[NH2:23])=[O:14])[CH3:17]. (7) Given the reactants [O:1]1[C:5]2[CH:6]=[CH:7][C:8]([S:10]([N:13]([CH2:38][CH:39]([CH3:41])[CH3:40])[CH2:14][C@@H:15]([OH:37])[C@@H:16]([NH:25][C:26](=[O:36])[O:27][C@@H:28]3[C@H:35]4[C@H:31]([O:32][CH2:33][CH2:34]4)[O:30][CH2:29]3)[CH2:17][C:18]3[CH:23]=[CH:22][C:21]([OH:24])=[CH:20][CH:19]=3)(=[O:12])=[O:11])=[CH:9][C:4]=2[O:3][CH2:2]1.C1(P(C2C=CC=CC=2)C2C=CC=CC=2)C=CC=CC=1.[Si:61]([O:68][CH2:69][CH2:70][CH2:71][CH2:72]O)([C:64]([CH3:67])([CH3:66])[CH3:65])([CH3:63])[CH3:62].N(C(OC(C)C)=O)=NC(OC(C)C)=O, predict the reaction product. The product is: [O:1]1[C:5]2[CH:6]=[CH:7][C:8]([S:10]([N:13]([CH2:38][CH:39]([CH3:41])[CH3:40])[CH2:14][C@@H:15]([OH:37])[C@@H:16]([NH:25][C:26](=[O:36])[O:27][C@@H:28]3[C@H:35]4[C@H:31]([O:32][CH2:33][CH2:34]4)[O:30][CH2:29]3)[CH2:17][C:18]3[CH:23]=[CH:22][C:21]([O:24][CH2:72][CH2:71][CH2:70][CH2:69][O:68][Si:61]([C:64]([CH3:65])([CH3:67])[CH3:66])([CH3:62])[CH3:63])=[CH:20][CH:19]=3)(=[O:12])=[O:11])=[CH:9][C:4]=2[O:3][CH2:2]1. (8) Given the reactants [Cl:1][C:2]1[N:7]=[CH:6][C:5]([OH:8])=[CH:4][N:3]=1.Cl[C:10]([F:15])([F:14])C([O-])=O.[Na+], predict the reaction product. The product is: [Cl:1][C:2]1[N:7]=[CH:6][C:5]([O:8][CH:10]([F:15])[F:14])=[CH:4][N:3]=1. (9) Given the reactants [O:1]1[C:6]2[CH:7]=[CH:8][CH:9]=[CH:10][C:5]=2[N:4]([C:11]([C:13]2[CH:14]=[C:15]([CH:20]=[CH:21][CH:22]=2)[C:16]([O:18]C)=[O:17])=[O:12])[CH2:3][CH2:2]1.[OH-].[Li+], predict the reaction product. The product is: [O:1]1[C:6]2[CH:7]=[CH:8][CH:9]=[CH:10][C:5]=2[N:4]([C:11]([C:13]2[CH:14]=[C:15]([CH:20]=[CH:21][CH:22]=2)[C:16]([OH:18])=[O:17])=[O:12])[CH2:3][CH2:2]1.